Dataset: Peptide-MHC class I binding affinity with 185,985 pairs from IEDB/IMGT. Task: Regression. Given a peptide amino acid sequence and an MHC pseudo amino acid sequence, predict their binding affinity value. This is MHC class I binding data. The peptide sequence is IPQSLDSYWTSL. The MHC is HLA-A31:01 with pseudo-sequence HLA-A31:01. The binding affinity (normalized) is 0.